From a dataset of TCR-epitope binding with 47,182 pairs between 192 epitopes and 23,139 TCRs. Binary Classification. Given a T-cell receptor sequence (or CDR3 region) and an epitope sequence, predict whether binding occurs between them. (1) The epitope is KEIDRLNEV. The TCR CDR3 sequence is CASSQAPAGSYNEQFF. Result: 1 (the TCR binds to the epitope). (2) The epitope is IIKDYGKQM. The TCR CDR3 sequence is CASSPPPWVQRGDQETQYF. Result: 0 (the TCR does not bind to the epitope). (3) The epitope is NLVPMVATV. The TCR CDR3 sequence is CATRQGADSEQFF. Result: 1 (the TCR binds to the epitope). (4) The epitope is YFPLQSYGF. The TCR CDR3 sequence is CASSFGTEAFF. Result: 1 (the TCR binds to the epitope). (5) The epitope is YFPLQSYGF. The TCR CDR3 sequence is CASSPTVGVTDTQYF. Result: 1 (the TCR binds to the epitope). (6) The epitope is FLNRFTTTL. The TCR CDR3 sequence is CASSQEGSDNQPQHF. Result: 0 (the TCR does not bind to the epitope). (7) The epitope is IVTDFSVIK. The TCR CDR3 sequence is CASSIARFNEQFF. Result: 1 (the TCR binds to the epitope).